Dataset: Full USPTO retrosynthesis dataset with 1.9M reactions from patents (1976-2016). Task: Predict the reactants needed to synthesize the given product. Given the product [Cl:7][C:8]1[N:9]=[CH:10][N:11]([C:13]2[CH:18]=[CH:17][C:16]([NH:19][C:20]3[N:37]=[C:23]4[C@@H:24]([C:30]5[CH:31]=[CH:32][C:33]([F:36])=[CH:34][CH:35]=5)[CH2:25][C:26](=[O:2])[CH2:27][CH2:28][N:22]4[N:21]=3)=[CH:15][C:14]=2[O:38][CH3:39])[CH:12]=1, predict the reactants needed to synthesize it. The reactants are: I([O-])(=O)(=O)=[O:2].[Na+].[Cl:7][C:8]1[N:9]=[CH:10][N:11]([C:13]2[CH:18]=[CH:17][C:16]([NH:19][C:20]3[N:37]=[C:23]4[C@@H:24]([C:30]5[CH:35]=[CH:34][C:33]([F:36])=[CH:32][CH:31]=5)[CH2:25][C:26](=C)[CH2:27][CH2:28][N:22]4[N:21]=3)=[CH:15][C:14]=2[O:38][CH3:39])[CH:12]=1.